The task is: Predict the reactants needed to synthesize the given product.. This data is from Full USPTO retrosynthesis dataset with 1.9M reactions from patents (1976-2016). Given the product [N+:22]([C@@H:8]1[CH2:7][C:2]([C:3]([O:5][CH3:6])=[O:4])=[CH:11][CH2:10][C@H:9]1[C:13]1[CH:18]=[C:17]([F:19])[C:16]([F:20])=[CH:15][C:14]=1[F:21])([O-:24])=[O:23], predict the reactants needed to synthesize it. The reactants are: C=[C:2]([CH2:7][CH:8]([N+:22]([O-:24])=[O:23])[CH:9]([C:13]1[CH:18]=[C:17]([F:19])[C:16]([F:20])=[CH:15][C:14]=1[F:21])[CH2:10][CH:11]=C)[C:3]([O:5][CH3:6])=[O:4].C(N(CC)CC)C.CS(C)=O.